Dataset: Catalyst prediction with 721,799 reactions and 888 catalyst types from USPTO. Task: Predict which catalyst facilitates the given reaction. Product: [CH:1]1([CH2:8][OH:9])[CH2:7][CH2:6][CH2:5][CH2:4][CH2:3][CH2:2]1. Reactant: [CH:1]1([C:8](OC)=[O:9])[CH2:7][CH2:6][CH2:5][CH2:4][CH2:3][CH2:2]1.[H-].[Al+3].[Li+].[H-].[H-].[H-].[OH-].[Na+].C(OCC)(=O)C. The catalyst class is: 1.